This data is from TCR-epitope binding with 47,182 pairs between 192 epitopes and 23,139 TCRs. The task is: Binary Classification. Given a T-cell receptor sequence (or CDR3 region) and an epitope sequence, predict whether binding occurs between them. (1) The epitope is TSNQVAVLY. The TCR CDR3 sequence is CASSLTPGLAGGLSYNEQFF. Result: 0 (the TCR does not bind to the epitope). (2) The epitope is GTITSGWTF. The TCR CDR3 sequence is CASSLTGLGEKLFF. Result: 1 (the TCR binds to the epitope).